Dataset: Reaction yield outcomes from USPTO patents with 853,638 reactions. Task: Predict the reaction yield, written as a fraction of the theoretical maximum amount of product (1.0 means a 100% yield; for example, 0.34 means a 34% yield). (1) The reactants are C[Mg]Cl.[CH2:4]([O:11][C@@H:12]([CH3:33])[CH2:13][CH2:14][CH2:15][CH2:16][CH2:17][CH2:18][C@@H:19]([OH:32])[CH2:20]OS(C1C=CC(C)=CC=1)(=O)=O)[C:5]1[CH:10]=[CH:9][CH:8]=[CH:7][CH:6]=1.[Cl-].[NH4+].[CH2:36](OCC)C. The catalyst is O1CCCC1.CCCCCC.C(OCC)(=O)C. The product is [CH2:4]([O:11][C@H:12]([CH2:13][CH2:14][CH2:15][CH2:16][CH2:17][CH2:18][C@@H:19]([OH:32])[CH2:20][CH3:36])[CH3:33])[C:5]1[CH:6]=[CH:7][CH:8]=[CH:9][CH:10]=1. The yield is 0.900. (2) The reactants are [H-].[Na+].[CH2:3]([OH:8])[CH2:4][CH2:5][CH2:6][OH:7].Cl[C:10]1[C:14]([C:15]2[CH:20]=[CH:19][C:18]([Cl:21])=[C:17]([Cl:22])[CH:16]=2)=[N:13][S:12][N:11]=1.C(=O)(O)[O-].[Na+]. The catalyst is C1COCC1. The product is [Cl:22][C:17]1[CH:16]=[C:15]([C:14]2[C:10]([O:7][CH2:6][CH2:5][CH2:4][CH2:3][OH:8])=[N:11][S:12][N:13]=2)[CH:20]=[CH:19][C:18]=1[Cl:21]. The yield is 0.510. (3) The reactants are [Si:1]([O:8][CH2:9][C@@H:10]([N:13]([CH2:21][C:22](=[O:26])[CH:23]=CC)[C:14](=[O:20])[O:15][C:16]([CH3:19])([CH3:18])[CH3:17])[CH:11]=C)([C:4]([CH3:7])([CH3:6])[CH3:5])([CH3:3])[CH3:2]. The catalyst is C1(C)C=CC=CC=1.CC1C=C(C)C(N2C(=[Ru](Cl)(Cl)=CC3C=CC=CC=3OC(C)C)N(C3C(C)=CC(C)=CC=3C)CC2)=C(C)C=1. The product is [Si:1]([O:8][CH2:9][C@@H:10]1[CH:11]=[CH:23][C:22](=[O:26])[CH2:21][N:13]1[C:14]([O:15][C:16]([CH3:17])([CH3:18])[CH3:19])=[O:20])([C:4]([CH3:6])([CH3:5])[CH3:7])([CH3:3])[CH3:2]. The yield is 0.700.